Dataset: Reaction yield outcomes from USPTO patents with 853,638 reactions. Task: Predict the reaction yield, written as a fraction of the theoretical maximum amount of product (1.0 means a 100% yield; for example, 0.34 means a 34% yield). (1) The reactants are C([O:3][C:4](=[O:35])[C:5]1[CH:10]=[CH:9][C:8]([O:11][C:12]2[CH:17]=[CH:16][C:15]([CH2:18][N:19]([C:28]([O:30][C:31]([CH3:34])([CH3:33])[CH3:32])=[O:29])[CH2:20][CH2:21][C:22]3[CH:27]=[CH:26][CH:25]=[CH:24][CH:23]=3)=[CH:14][CH:13]=2)=[N:7][CH:6]=1)C.CO.[OH-].[Na+]. The catalyst is C1COCC1. The product is [C:31]([O:30][C:28]([N:19]([CH2:18][C:15]1[CH:14]=[CH:13][C:12]([O:11][C:8]2[CH:9]=[CH:10][C:5]([C:4]([OH:35])=[O:3])=[CH:6][N:7]=2)=[CH:17][CH:16]=1)[CH2:20][CH2:21][C:22]1[CH:23]=[CH:24][CH:25]=[CH:26][CH:27]=1)=[O:29])([CH3:34])([CH3:32])[CH3:33]. The yield is 0.910. (2) The reactants are Cl[C:2]1[C:3]([C:8]2([C:21]([O:23][CH3:24])=[O:22])[CH2:13][CH2:12][N:11]([C:14]([O:16][C:17]([CH3:20])([CH3:19])[CH3:18])=[O:15])[CH2:10][CH2:9]2)=[N:4][CH:5]=[CH:6][N:7]=1.[S:25]1[C:29]2[CH:30]=[CH:31][CH:32]=[CH:33][C:28]=2[N:27]=[C:26]1[NH:34][C:35]1[CH:40]=[CH:39][C:38]([OH:41])=[CH:37][CH:36]=1.C(=O)([O-])[O-].[Cs+].[Cs+].CS(C)=O. The catalyst is O. The product is [S:25]1[C:29]2[CH:30]=[CH:31][CH:32]=[CH:33][C:28]=2[N:27]=[C:26]1[NH:34][C:35]1[CH:40]=[CH:39][C:38]([O:41][C:2]2[C:3]([C:8]3([C:21]([O:23][CH3:24])=[O:22])[CH2:13][CH2:12][N:11]([C:14]([O:16][C:17]([CH3:20])([CH3:19])[CH3:18])=[O:15])[CH2:10][CH2:9]3)=[N:4][CH:5]=[CH:6][N:7]=2)=[CH:37][CH:36]=1. The yield is 0.393. (3) The reactants are [OH:1][C@H:2]([C@H:4]1[NH:9][C:8]([CH3:11])([CH3:10])[CH2:7][C:6](=[O:12])[CH2:5]1)[CH3:3].N1C=CN=C1.[CH3:18][C:19]([Si:22](Cl)([CH3:24])[CH3:23])([CH3:21])[CH3:20]. The catalyst is CN(C=O)C.O. The product is [Si:22]([O:1][C@H:2]([C@H:4]1[NH:9][C:8]([CH3:11])([CH3:10])[CH2:7][C:6](=[O:12])[CH2:5]1)[CH3:3])([C:19]([CH3:21])([CH3:20])[CH3:18])([CH3:24])[CH3:23]. The yield is 0.350. (4) The reactants are [CH2:1]([O:8][C:9]([N:11]1[CH2:16][CH2:15][N:14]([C:17]([O:19][C:20]([CH3:23])([CH3:22])[CH3:21])=[O:18])[CH2:13][CH:12]1[C:24](O)=[O:25])=[O:10])[C:2]1[CH:7]=[CH:6][CH:5]=[CH:4][CH:3]=1.B.CO. The catalyst is C1COCC1. The product is [OH:25][CH2:24][CH:12]1[CH2:13][N:14]([C:17]([O:19][C:20]([CH3:22])([CH3:23])[CH3:21])=[O:18])[CH2:15][CH2:16][N:11]1[C:9]([O:8][CH2:1][C:2]1[CH:3]=[CH:4][CH:5]=[CH:6][CH:7]=1)=[O:10]. The yield is 0.920. (5) The reactants are [CH2:1]([C:8]1[CH:13]=[CH:12][C:11]([NH:14][C:15]2[N:23]=[CH:22][C:21]([F:24])=[CH:20][C:16]=2[C:17]([OH:19])=O)=[CH:10][CH:9]=1)[C:2]1[CH:7]=[CH:6][CH:5]=[CH:4][CH:3]=1.[NH2:25][CH:26]1[CH2:31][CH2:30][CH:29]([NH:32][C:33]([C:35]2[N:36]=[C:37]3[CH:42]=[CH:41][C:40]([F:43])=[CH:39][N:38]3[CH:44]=2)=[O:34])[CH2:28][CH2:27]1. The catalyst is C(#N)C. The product is [CH2:1]([C:8]1[CH:9]=[CH:10][C:11]([NH:14][C:15]2[C:16]([C:17]([NH:25][C@@H:26]3[CH2:31][CH2:30][C@H:29]([NH:32][C:33]([C:35]4[N:36]=[C:37]5[CH:42]=[CH:41][C:40]([F:43])=[CH:39][N:38]5[CH:44]=4)=[O:34])[CH2:28][CH2:27]3)=[O:19])=[CH:20][C:21]([F:24])=[CH:22][N:23]=2)=[CH:12][CH:13]=1)[C:2]1[CH:3]=[CH:4][CH:5]=[CH:6][CH:7]=1. The yield is 0.670. (6) The reactants are [NH2:1][C:2]1[CH:7]=[CH:6][C:5]([C:8]2[C:9]([NH2:21])=[N:10][C:11]([NH2:20])=[N:12][C:13]=2[CH:14]2[CH2:19][CH2:18][O:17][CH2:16][CH2:15]2)=[CH:4][CH:3]=1.[CH3:22][S:23]([C:26]1[CH:33]=[CH:32][C:29]([CH:30]=O)=[CH:28][CH:27]=1)(=[O:25])=[O:24].[BH3-]C#N.[Na+].C(O)(=O)C. The catalyst is CO. The product is [CH3:22][S:23]([C:26]1[CH:33]=[CH:32][C:29]([CH2:30][NH:1][C:2]2[CH:7]=[CH:6][C:5]([C:8]3[C:9]([NH2:21])=[N:10][C:11]([NH2:20])=[N:12][C:13]=3[CH:14]3[CH2:15][CH2:16][O:17][CH2:18][CH2:19]3)=[CH:4][CH:3]=2)=[CH:28][CH:27]=1)(=[O:24])=[O:25]. The yield is 0.210.